From a dataset of Peptide-MHC class I binding affinity with 185,985 pairs from IEDB/IMGT. Regression. Given a peptide amino acid sequence and an MHC pseudo amino acid sequence, predict their binding affinity value. This is MHC class I binding data. (1) The peptide sequence is RRYRRIYDL. The MHC is BoLA-T2b with pseudo-sequence BoLA-T2b. The binding affinity (normalized) is 0.415. (2) The peptide sequence is NLTEEMAAL. The MHC is HLA-B57:01 with pseudo-sequence HLA-B57:01. The binding affinity (normalized) is 0.0847.